Dataset: hERG Central: cardiac toxicity at 1µM, 10µM, and general inhibition. Task: Predict hERG channel inhibition at various concentrations. The drug is CCN1CCN(c2nc(Nc3cccc(OC)c3)nc(N)c2[N+](=O)[O-])CC1. Results: hERG_inhib (hERG inhibition (general)): blocker.